Predict which catalyst facilitates the given reaction. From a dataset of Catalyst prediction with 721,799 reactions and 888 catalyst types from USPTO. (1) Reactant: [NH2:1][CH:2]([C:6]([OH:8])=[O:7])[CH2:3][CH2:4][OH:5].[CH3:9][Si]([Cl:13])(C)C. Product: [ClH:13].[CH3:9][O:7][C:6](=[O:8])[CH:2]([NH2:1])[CH2:3][CH2:4][OH:5]. The catalyst class is: 5. (2) Reactant: C(O)(=O)C(O)=O.[CH2:7]([NH:11][NH2:12])[CH2:8][CH2:9][CH3:10].[Cl:13][C:14]1[CH:19]=[CH:18][C:17]([C:20](=O)[CH2:21][N:22]2C(=O)CS[C:23]2=[O:28])=[CH:16][CH:15]=1.C(N(CC)CC)C.O. Product: [CH2:7]([N:11]1[C:23](=[O:28])[NH:22][CH2:21][C:20]([C:17]2[CH:16]=[CH:15][C:14]([Cl:13])=[CH:19][CH:18]=2)=[N:12]1)[CH2:8][CH2:9][CH3:10]. The catalyst class is: 5. (3) Reactant: [CH2:1]([N:8]1[C:12]([NH2:13])=[CH:11][C:10]([C:14]2[CH:19]=[CH:18][C:17]([Cl:20])=[CH:16][CH:15]=2)=[N:9]1)[C:2]1[CH:7]=[CH:6][CH:5]=[CH:4][CH:3]=1.[C:21](O)(=[O:24])[CH2:22][SH:23]. Product: [CH2:1]([N:8]1[C:12]([NH:13][C:21](=[O:24])[CH2:22][SH:23])=[CH:11][C:10]([C:14]2[CH:15]=[CH:16][C:17]([Cl:20])=[CH:18][CH:19]=2)=[N:9]1)[C:2]1[CH:3]=[CH:4][CH:5]=[CH:6][CH:7]=1. The catalyst class is: 11. (4) Reactant: [H-].[Na+].[O:3]=[C:4]1[NH:9][CH2:8][CH2:7][N:6]([C:10]([O:12][C:13]([CH3:16])([CH3:15])[CH3:14])=[O:11])[CH2:5]1.Br[CH2:18][C:19]#[N:20]. Product: [C:19]([CH2:18][N:9]1[CH2:8][CH2:7][N:6]([C:10]([O:12][C:13]([CH3:16])([CH3:15])[CH3:14])=[O:11])[CH2:5][C:4]1=[O:3])#[N:20]. The catalyst class is: 173. (5) The catalyst class is: 60. Product: [C:30]([O:29][C:28](=[O:34])[NH:27][C@H:22]1[CH2:23][CH2:24][CH2:25][CH2:26][C@H:21]1[NH:20][C:2]1[N:7]=[N:6][C:5]([C:8](=[O:9])[NH2:10])=[C:4]([NH:11][C:12]2[CH:17]=[CH:16][CH:15]=[C:14]([CH2:18][CH3:19])[N:13]=2)[CH:3]=1)([CH3:33])([CH3:31])[CH3:32]. Reactant: Cl[C:2]1[N:7]=[N:6][C:5]([C:8]([NH2:10])=[O:9])=[C:4]([NH:11][C:12]2[CH:17]=[CH:16][CH:15]=[C:14]([CH2:18][CH3:19])[N:13]=2)[CH:3]=1.[NH2:20][C@@H:21]1[CH2:26][CH2:25][CH2:24][CH2:23][C@@H:22]1[NH:27][C:28](=[O:34])[O:29][C:30]([CH3:33])([CH3:32])[CH3:31]. (6) Reactant: [Br:1][C:2]1[CH:3]=[C:4]2[C:11]3([CH:15]=[C:14]([F:16])[C:13](=O)[NH:12]3)[C:10]([CH3:19])([CH3:18])[CH2:9][O:8][C:5]2=[CH:6][CH:7]=1.P12(SP3(SP(SP(S3)(S1)=S)(=S)S2)=S)=S.[NH3:34].C(OO)(C)(C)C. Product: [Br:1][C:2]1[CH:3]=[C:4]2[C:11]3([CH:15]=[C:14]([F:16])[C:13]([NH2:34])=[N:12]3)[C:10]([CH3:19])([CH3:18])[CH2:9][O:8][C:5]2=[CH:6][CH:7]=1. The catalyst class is: 17.